Dataset: Full USPTO retrosynthesis dataset with 1.9M reactions from patents (1976-2016). Task: Predict the reactants needed to synthesize the given product. Given the product [C:1]([C:5]1[CH:6]=[C:7]([NH:28][C:29]([NH:31][C@@H:32]2[C:41]3[C:36](=[CH:37][CH:38]=[CH:39][CH:40]=3)[C@H:35]([O:42][C:43]3[CH:44]=[CH:45][C:46]4[N:47]([C:49]([N:52]5[CH2:57][CH2:56][CH2:55][CH2:54][CH2:53]5)=[N:50][N:51]=4)[CH:48]=3)[CH2:34][CH2:33]2)=[O:30])[N:8]([C:10]2[CH:15]=[CH:14][C:13]([Cl:16])=[C:12]([CH:11]=2)[O:17][CH2:18][CH2:19][CH2:20][O:21][S:59]([CH3:58])(=[O:61])=[O:60])[N:9]=1)([CH3:4])([CH3:3])[CH3:2], predict the reactants needed to synthesize it. The reactants are: [C:1]([C:5]1[CH:6]=[C:7]([NH:28][C:29]([NH:31][C@@H:32]2[C:41]3[C:36](=[CH:37][CH:38]=[CH:39][CH:40]=3)[C@H:35]([O:42][C:43]3[CH:44]=[CH:45][C:46]4[N:47]([C:49]([N:52]5[CH2:57][CH2:56][CH2:55][CH2:54][CH2:53]5)=[N:50][N:51]=4)[CH:48]=3)[CH2:34][CH2:33]2)=[O:30])[N:8]([C:10]2[CH:15]=[CH:14][C:13]([Cl:16])=[C:12]([O:17][CH2:18][CH2:19][CH2:20][O:21]C3CCCCO3)[CH:11]=2)[N:9]=1)([CH3:4])([CH3:3])[CH3:2].[CH3:58][S:59](Cl)(=[O:61])=[O:60].CCN(C(C)C)C(C)C.